Dataset: Full USPTO retrosynthesis dataset with 1.9M reactions from patents (1976-2016). Task: Predict the reactants needed to synthesize the given product. (1) Given the product [CH2:29]([N:12]([CH2:13][CH2:14][CH2:15][C:16]1[C:24]2[C:19](=[CH:20][CH:21]=[C:22]([F:25])[CH:23]=2)[NH:18][CH:17]=1)[CH:8]1[CH2:7][C:6]2[C:5]([C:26]([NH2:28])=[O:27])=[CH:4][CH:3]=[C:2]([F:1])[C:11]=2[O:10][CH2:9]1)[CH3:30], predict the reactants needed to synthesize it. The reactants are: [F:1][C:2]1[C:11]2[O:10][CH2:9][CH:8]([NH:12][CH2:13][CH2:14][CH2:15][C:16]3[C:24]4[C:19](=[CH:20][CH:21]=[C:22]([F:25])[CH:23]=4)[NH:18][CH:17]=3)[CH2:7][C:6]=2[C:5]([C:26]([NH2:28])=[O:27])=[CH:4][CH:3]=1.[CH:29](=O)[CH3:30].C(O)(=O)C.C([BH3-])#N.[Na+]. (2) Given the product [NH2:9][C:10]1[N:11]=[C:12]([C:26]2[CH:27]=[CH:28][CH:29]=[CH:30][CH:31]=2)[C:13]([C:16]2[CH:17]=[CH:18][C:19](=[O:25])[N:20]([CH:22]([CH3:24])[CH3:23])[CH:21]=2)=[N:14][C:15]=1[Br:1], predict the reactants needed to synthesize it. The reactants are: [Br:1]N1C(=O)CCC1=O.[NH2:9][C:10]1[N:11]=[C:12]([C:26]2[CH:31]=[CH:30][CH:29]=[CH:28][CH:27]=2)[C:13]([C:16]2[CH:17]=[CH:18][C:19](=[O:25])[N:20]([CH:22]([CH3:24])[CH3:23])[CH:21]=2)=[N:14][CH:15]=1.O.C(Cl)Cl. (3) Given the product [NH2:12][C@@H:3]([CH2:4][C:5]1[CH:6]=[CH:7][C:8]([I:11])=[CH:9][CH:10]=1)[C:1]#[N:2], predict the reactants needed to synthesize it. The reactants are: [C:1]([C@@H:3]([NH:12]C(=O)OC(C)(C)C)[CH2:4][C:5]1[CH:10]=[CH:9][C:8]([I:11])=[CH:7][CH:6]=1)#[N:2]. (4) Given the product [NH2:19][C:4]1[CH:3]=[C:2]([CH3:1])[C:7]([CH3:8])=[CH:6][C:5]=1[NH:9][CH2:10][CH2:11][CH:12]1[O:17][C:16](=[O:18])[CH2:15][CH2:14][CH2:13]1, predict the reactants needed to synthesize it. The reactants are: [CH3:1][C:2]1[C:7]([CH3:8])=[CH:6][C:5]([NH:9][CH2:10][CH2:11][CH:12]2[O:17][C:16](=[O:18])[CH2:15][CH2:14][CH2:13]2)=[C:4]([N+:19]([O-])=O)[CH:3]=1. (5) Given the product [C:4]([O:3][C:1]([NH:12][CH2:13][CH2:14][C:15]1[CH:23]=[CH:22][C:18]([C:19]([OH:21])=[O:20])=[CH:17][CH:16]=1)=[O:8])([CH3:5])([CH3:6])[CH3:7], predict the reactants needed to synthesize it. The reactants are: [C:1]([O:8]C([O-])=O)([O:3][C:4]([CH3:7])([CH3:6])[CH3:5])=O.[NH2:12][CH2:13][CH2:14][C:15]1[CH:23]=[CH:22][C:18]([C:19]([OH:21])=[O:20])=[CH:17][CH:16]=1. (6) The reactants are: [C:1]([O:5][C:6]([NH:8][CH2:9][C@H:10]1[CH2:15][CH2:14][C@H:13]([C:16]([OH:18])=O)[CH2:12][CH2:11]1)=[O:7])([CH3:4])([CH3:3])[CH3:2].Cl.[C:20]1([CH2:26][CH2:27][CH2:28][CH:29]([NH2:39])[CH2:30][CH2:31][CH2:32][C:33]2[CH:38]=[CH:37][CH:36]=[CH:35][CH:34]=2)[CH:25]=[CH:24][CH:23]=[CH:22][CH:21]=1.C(N(CC)C(C)C)(C)C.C1CN([P+](ON2N=NC3C=CC=CC2=3)(N2CCCC2)N2CCCC2)CC1.F[P-](F)(F)(F)(F)F. Given the product [C:33]1([CH2:32][CH2:31][CH2:30][CH:29]([NH:39][C:16]([C@H:13]2[CH2:12][CH2:11][C@H:10]([CH2:9][NH:8][C:6]([O:5][C:1]([CH3:2])([CH3:3])[CH3:4])=[O:7])[CH2:15][CH2:14]2)=[O:18])[CH2:28][CH2:27][CH2:26][C:20]2[CH:21]=[CH:22][CH:23]=[CH:24][CH:25]=2)[CH:38]=[CH:37][CH:36]=[CH:35][CH:34]=1, predict the reactants needed to synthesize it.